Predict which catalyst facilitates the given reaction. From a dataset of Catalyst prediction with 721,799 reactions and 888 catalyst types from USPTO. Reactant: [NH2:1][CH:2]1[CH2:6][CH:5]([N:7]2[C:16]3[CH:15]=[CH:14][CH:13]=[C:12]([Cl:17])[C:11]=3[C:10]3=[N:18][O:19][C:20]([CH3:21])=[C:9]3[C:8]2=[O:22])[CH:4]=[CH:3]1.[O:23]=[C:24]([C:28]1[CH:33]=[C:32]([O:34][CH3:35])[C:31]([O:36][CH3:37])=[C:30]([O:38][CH3:39])[CH:29]=1)[C:25](Cl)=[O:26]. Product: [Cl:17][C:12]1[C:11]2[C:10]3[C:9](=[C:20]([CH3:21])[O:19][N:18]=3)[C:8](=[O:22])[N:7]([CH:5]3[CH2:6][CH:2]([NH:1][C:25](=[O:26])[C:24](=[O:23])[C:28]4[CH:29]=[C:30]([O:38][CH3:39])[C:31]([O:36][CH3:37])=[C:32]([O:34][CH3:35])[CH:33]=4)[CH:3]=[CH:4]3)[C:16]=2[CH:15]=[CH:14][CH:13]=1. The catalyst class is: 64.